This data is from Cav3 T-type calcium channel HTS with 100,875 compounds. The task is: Binary Classification. Given a drug SMILES string, predict its activity (active/inactive) in a high-throughput screening assay against a specified biological target. (1) The compound is O=C(Nc1c(C(=O)Nc2ccc(OCC)cc2)cccc1)CN(CC(=O)Nc1ccc(cc1)C)C. The result is 0 (inactive). (2) The compound is Clc1cc(S(=O)(=O)NCc2occc2)c(OCC)cc1C. The result is 0 (inactive). (3) The molecule is Brc1c(cc(NC(=O)C2CCN(S(=O)(=O)c3[nH]cnc3)CC2)cc1)C. The result is 0 (inactive). (4) The drug is S(C1CC(=O)N(C1=O)c1ccc([N+]([O-])=O)cc1)c1nc2CCCCc2c(n1)C. The result is 0 (inactive). (5) The compound is S1(=O)(=O)CC(N(C(=O)c2ccc(S(=O)(=O)N3CCOCC3)cc2)c2ccc(F)cc2)C=C1. The result is 0 (inactive). (6) The drug is s1c2NC(NC(=O)c2c(c1C)C)c1cc(O)ccc1. The result is 0 (inactive). (7) The molecule is Fc1ccc(CN2C(CCC2=O)C(=O)NCCCN(CC)c2cc(ccc2)C)cc1. The result is 0 (inactive). (8) The drug is S(=O)(=O)(N(CC(=O)Nc1c(OC)ccc(c1)C)c1ccc(OC)cc1)c1c(onc1C)C. The result is 0 (inactive).